Dataset: Full USPTO retrosynthesis dataset with 1.9M reactions from patents (1976-2016). Task: Predict the reactants needed to synthesize the given product. (1) Given the product [Cl:26][C:23]1[CH:24]=[CH:25][C:20]([CH:7]2[C:5]3[N:6]=[C:2]([C:34]4[CH:35]=[N:36][C:31]([O:30][CH3:29])=[CH:32][CH:33]=4)[N:3]([CH2:27][CH3:28])[C:4]=3[C:9](=[O:10])[N:8]2[C:11]2[CH:16]=[C:15]([CH3:17])[C:14](=[O:18])[N:13]([CH3:19])[CH:12]=2)=[CH:21][CH:22]=1, predict the reactants needed to synthesize it. The reactants are: Br[C:2]1[N:3]([CH2:27][CH3:28])[C:4]2[C:9](=[O:10])[N:8]([C:11]3[CH:16]=[C:15]([CH3:17])[C:14](=[O:18])[N:13]([CH3:19])[CH:12]=3)[CH:7]([C:20]3[CH:25]=[CH:24][C:23]([Cl:26])=[CH:22][CH:21]=3)[C:5]=2[N:6]=1.[CH3:29][O:30][C:31]1[N:36]=[CH:35][C:34](B(O)O)=[CH:33][CH:32]=1. (2) Given the product [Br:12][CH:13]([CH3:17])[C:14]([O:5][CH2:1][CH:2]([CH3:4])[CH3:3])=[O:15], predict the reactants needed to synthesize it. The reactants are: [CH2:1]([OH:5])[CH:2]([CH3:4])[CH3:3].N1C=CC=CC=1.[Br:12][CH:13]([CH3:17])[C:14](Br)=[O:15]. (3) Given the product [Si:3]([O:10][CH:11]1[CH2:14][N:13]([CH2:15][C@H:16]([O:27][C:29]2[N:34]=[CH:33][N:32]=[C:31]3[N:35]([C:38]4[CH:43]=[CH:42][CH:41]=[CH:40][C:39]=4[Cl:44])[N:36]=[CH:37][C:30]=23)[C:17]([NH:19][C:20]2[CH:25]=[CH:24][C:23]([CH3:26])=[CH:22][N:21]=2)=[O:18])[CH2:12]1)([C:6]([CH3:9])([CH3:8])[CH3:7])([CH3:5])[CH3:4], predict the reactants needed to synthesize it. The reactants are: [H-].[Na+].[Si:3]([O:10][CH:11]1[CH2:14][N:13]([CH2:15][C@H:16]([OH:27])[C:17]([NH:19][C:20]2[CH:25]=[CH:24][C:23]([CH3:26])=[CH:22][N:21]=2)=[O:18])[CH2:12]1)([C:6]([CH3:9])([CH3:8])[CH3:7])([CH3:5])[CH3:4].Cl[C:29]1[N:34]=[CH:33][N:32]=[C:31]2[N:35]([C:38]3[CH:43]=[CH:42][CH:41]=[CH:40][C:39]=3[Cl:44])[N:36]=[CH:37][C:30]=12.C(O)(=O)CC(CC(O)=O)(C(O)=O)O. (4) Given the product [CH3:58][N:56]([CH2:55][C:54]1[N:2]=[C:1]([C:3]2[CH:4]=[C:5]3[C:9](=[CH:10][CH:11]=2)[NH:8][N:7]=[C:6]3[C:18]2[CH:19]=[C:20]([C:21]([NH:28][CH:29]3[CH2:37][C:36]4[C:31](=[CH:32][CH:33]=[CH:34][CH:35]=4)[CH2:30]3)=[O:22])[CH:24]=[CH:25][CH:26]=2)[NH:45][N:44]=1)[CH3:57], predict the reactants needed to synthesize it. The reactants are: [C:1]([C:3]1[CH:4]=[C:5]2[C:9](=[CH:10][CH:11]=1)[N:8](C1CCCCO1)[N:7]=[C:6]2[C:18]1[CH:19]=[C:20]([CH:24]=[CH:25][CH:26]=1)[C:21](O)=[O:22])#[N:2].Cl.[NH2:28][CH:29]1[CH2:37][C:36]2[C:31](=[CH:32][CH:33]=[CH:34][CH:35]=2)[CH2:30]1.C1C=CC2N(O)[N:45]=[N:44]C=2C=1.CCN=C=NC[CH2:54][CH2:55][N:56]([CH3:58])[CH3:57].Cl.C(N(CC)CC)C. (5) Given the product [CH3:55][N:54]([CH2:56][CH2:57][N:12]1[CH:13]=[C:9]([B:4]2[O:5][C:6]([CH3:7])([CH3:8])[C:2]([CH3:14])([CH3:1])[O:3]2)[CH:10]=[N:11]1)[C:53](=[O:59])[O:52][C:48]([CH3:49])([CH3:51])[CH3:50], predict the reactants needed to synthesize it. The reactants are: [CH3:1][C:2]1([CH3:14])[C:6]([CH3:8])([CH3:7])[O:5][B:4]([C:9]2[CH:10]=[N:11][NH:12][CH:13]=2)[O:3]1.CC(OC(/N=N/C(OC(C)C)=O)=O)C.C1(P(C2C=CC=CC=2)C2C=CC=CC=2)C=CC=CC=1.[C:48]([O:52][C:53](=[O:59])[N:54]([CH2:56][CH2:57]O)[CH3:55])([CH3:51])([CH3:50])[CH3:49]. (6) Given the product [N:7]1([C:6]2[N:2]([CH3:1])[N:3]=[C:4]([CH3:18])[C:5]=2[CH:16]=[O:17])[C:11]2=[N:12][CH:13]=[CH:14][CH:15]=[C:10]2[CH2:9][CH2:8]1, predict the reactants needed to synthesize it. The reactants are: [CH3:1][N:2]1[C:6]([N:7]2[C:11]3=[N:12][CH:13]=[CH:14][CH:15]=[C:10]3[CH:9]=[CH:8]2)=[C:5]([CH:16]=[O:17])[C:4]([CH3:18])=[N:3]1.[H][H]. (7) Given the product [C:18]([C:21]1[CH:22]=[C:23]([NH:1][C:2]2[CH:3]=[CH:4][C:5]3[N:10]([CH3:11])[C:9](=[O:12])[O:8][C:7]([CH2:15][CH3:16])([CH2:13][CH3:14])[C:6]=3[CH:17]=2)[CH:24]=[CH:25][C:26]=1[F:27])(=[O:20])[CH3:19], predict the reactants needed to synthesize it. The reactants are: [NH2:1][C:2]1[CH:3]=[CH:4][C:5]2[N:10]([CH3:11])[C:9](=[O:12])[O:8][C:7]([CH2:15][CH3:16])([CH2:13][CH3:14])[C:6]=2[CH:17]=1.[C:18]([C:21]1[CH:22]=[C:23](B(O)O)[CH:24]=[CH:25][C:26]=1[F:27])(=[O:20])[CH3:19].